The task is: Regression. Given two drug SMILES strings and cell line genomic features, predict the synergy score measuring deviation from expected non-interaction effect.. This data is from Merck oncology drug combination screen with 23,052 pairs across 39 cell lines. Drug 1: C=CCn1c(=O)c2cnc(Nc3ccc(N4CCN(C)CC4)cc3)nc2n1-c1cccc(C(C)(C)O)n1. Drug 2: CCC1(O)C(=O)OCc2c1cc1n(c2=O)Cc2cc3c(CN(C)C)c(O)ccc3nc2-1. Cell line: UWB1289. Synergy scores: synergy=19.4.